From a dataset of Full USPTO retrosynthesis dataset with 1.9M reactions from patents (1976-2016). Predict the reactants needed to synthesize the given product. (1) Given the product [CH3:17][O:16][C:12](=[O:15])/[CH:13]=[CH:14]/[C:2]1[CH:11]=[CH:10][C:5]2[N:6]=[C:7]([CH3:9])[S:8][C:4]=2[CH:3]=1, predict the reactants needed to synthesize it. The reactants are: I[C:2]1[CH:11]=[CH:10][C:5]2[N:6]=[C:7]([CH3:9])[S:8][C:4]=2[CH:3]=1.[C:12]([O:16][CH3:17])(=[O:15])[CH:13]=[CH2:14].C(N(CC)CC)C. (2) Given the product [Cl:22][C:21]1[CH:20]=[CH:19][CH:18]=[C:17]([Cl:23])[C:16]=1[CH2:15][O:10][C:7]1[CH:8]=[CH:9][C:4]([NH2:3])=[C:5]([N+:11]([O-:13])=[O:12])[CH:6]=1, predict the reactants needed to synthesize it. The reactants are: [OH-].[K+].[NH2:3][C:4]1[CH:9]=[CH:8][C:7]([OH:10])=[CH:6][C:5]=1[N+:11]([O-:13])=[O:12].Br[CH2:15][C:16]1[C:21]([Cl:22])=[CH:20][CH:19]=[CH:18][C:17]=1[Cl:23].O. (3) Given the product [C:29]([C:26]1[CH:25]=[CH:24][C:23]([C:17]2[CH:18]=[CH:19][C:20]([O:21][CH3:22])=[C:15]([CH2:14][NH:13][C@H:10]3[CH2:11][CH2:12][N:7]([C:5](=[O:6])[CH2:4][NH:3][S:45]([CH3:44])(=[O:47])=[O:46])[CH2:8][C@H:9]3[C:31]3[CH:32]=[CH:33][CH:34]=[CH:35][CH:36]=3)[CH:16]=2)=[CH:28][CH:27]=1)#[N:30], predict the reactants needed to synthesize it. The reactants are: Cl.Cl.[NH2:3][CH2:4][C:5]([N:7]1[CH2:12][CH2:11][C@H:10]([NH:13][CH2:14][C:15]2[CH:16]=[C:17]([C:23]3[CH:28]=[CH:27][C:26]([C:29]#[N:30])=[CH:25][CH:24]=3)[CH:18]=[CH:19][C:20]=2[O:21][CH3:22])[C@H:9]([C:31]2[CH:36]=[CH:35][CH:34]=[CH:33][CH:32]=2)[CH2:8]1)=[O:6].CCN(CC)CC.[CH3:44][S:45](Cl)(=[O:47])=[O:46].O. (4) Given the product [C:15]1([S:12]([C:9]2[CH:10]=[CH:11][C:6]([CH2:5][CH2:4][CH:3]=[O:2])=[C:7]([Br:21])[CH:8]=2)(=[O:13])=[O:14])[CH:16]=[CH:17][CH:18]=[CH:19][CH:20]=1, predict the reactants needed to synthesize it. The reactants are: C[O:2][C:3](=O)[CH2:4][CH2:5][C:6]1[CH:11]=[CH:10][C:9]([S:12]([C:15]2[CH:20]=[CH:19][CH:18]=[CH:17][CH:16]=2)(=[O:14])=[O:13])=[CH:8][C:7]=1[Br:21].[H-].C([Al+]CC(C)C)C(C)C.CO.Cl.